Predict the reactants needed to synthesize the given product. From a dataset of Full USPTO retrosynthesis dataset with 1.9M reactions from patents (1976-2016). Given the product [CH3:14][S:15][CH:16]([CH3:20])[C:17](=[N:6][C:5]1[C:4]([CH:1]([CH3:3])[CH3:2])=[CH:10][CH:9]=[CH:8][C:7]=1[CH:11]([CH3:13])[CH3:12])[CH3:18], predict the reactants needed to synthesize it. The reactants are: [CH:1]([C:4]1[CH:10]=[CH:9][CH:8]=[C:7]([CH:11]([CH3:13])[CH3:12])[C:5]=1[NH2:6])([CH3:3])[CH3:2].[CH3:14][S:15][CH:16]([CH3:20])[C:17](=O)[CH3:18].